Dataset: Full USPTO retrosynthesis dataset with 1.9M reactions from patents (1976-2016). Task: Predict the reactants needed to synthesize the given product. (1) Given the product [CH:1]1([CH:7]([NH:23][C:24]2[CH:25]=[CH:26][C:27]([C:56]([N:34]([CH3:33])[CH2:35][CH2:36][C:37]([OH:39])=[O:38])=[O:55])=[CH:31][CH:32]=2)[C:8]2[CH:12]=[C:11]([C:13]3[CH:14]=[CH:15][C:16]([F:19])=[CH:17][CH:18]=3)[O:10][C:9]=2[CH2:20][O:21][CH3:22])[CH2:2][CH2:3][CH2:4][CH2:5][CH2:6]1, predict the reactants needed to synthesize it. The reactants are: [CH:1]1([CH:7]([NH:23][C:24]2[CH:32]=[CH:31][C:27](C(O)=O)=[CH:26][CH:25]=2)[C:8]2[CH:12]=[C:11]([C:13]3[CH:18]=[CH:17][C:16]([F:19])=[CH:15][CH:14]=3)[O:10][C:9]=2[CH2:20][O:21][CH3:22])[CH2:6][CH2:5][CH2:4][CH2:3][CH2:2]1.[CH3:33][NH:34][CH2:35][CH2:36][C:37]([O:39]CC)=[O:38].Cl.C(N=C=NCCCN(C)C)C.O.[OH:55][C:56]1C2N=NNC=2C=CC=1. (2) Given the product [Br:1][C:2]1[CH:7]=[CH:6][C:5]([N:21]2[CH2:25][CH2:24][CH:23]([N:26]3[CH2:27][CH2:28][CH2:29][CH2:30][CH2:31]3)[CH2:22]2)=[CH:4][CH:3]=1, predict the reactants needed to synthesize it. The reactants are: [Br:1][C:2]1[CH:7]=[CH:6][C:5](I)=[CH:4][CH:3]=1.C(O)CO.P([O-])([O-])([O-])=O.[K+].[K+].[K+].[NH:21]1[CH2:25][CH2:24][CH:23]([N:26]2[CH2:31][CH2:30][CH2:29][CH2:28][CH2:27]2)[CH2:22]1.